This data is from NCI-60 drug combinations with 297,098 pairs across 59 cell lines. The task is: Regression. Given two drug SMILES strings and cell line genomic features, predict the synergy score measuring deviation from expected non-interaction effect. (1) Drug 1: CC1=C(C=C(C=C1)NC2=NC=CC(=N2)N(C)C3=CC4=NN(C(=C4C=C3)C)C)S(=O)(=O)N.Cl. Drug 2: C1CN(P(=O)(OC1)NCCCl)CCCl. Cell line: HCT116. Synergy scores: CSS=-7.38, Synergy_ZIP=0.0713, Synergy_Bliss=-8.80, Synergy_Loewe=-11.1, Synergy_HSA=-10.2. (2) Drug 1: CC1C(C(CC(O1)OC2CC(CC3=C2C(=C4C(=C3O)C(=O)C5=C(C4=O)C(=CC=C5)OC)O)(C(=O)CO)O)N)O.Cl. Drug 2: CC1=C(C(=O)C2=C(C1=O)N3CC4C(C3(C2COC(=O)N)OC)N4)N. Cell line: MDA-MB-435. Synergy scores: CSS=-4.28, Synergy_ZIP=-1.63, Synergy_Bliss=-2.19, Synergy_Loewe=-9.36, Synergy_HSA=-5.48. (3) Drug 1: C1=NC2=C(N=C(N=C2N1C3C(C(C(O3)CO)O)F)Cl)N. Drug 2: CC12CCC3C(C1CCC2OP(=O)(O)O)CCC4=C3C=CC(=C4)OC(=O)N(CCCl)CCCl.[Na+]. Cell line: HL-60(TB). Synergy scores: CSS=-12.9, Synergy_ZIP=6.44, Synergy_Bliss=-1.81, Synergy_Loewe=-38.9, Synergy_HSA=-27.7. (4) Drug 1: CC(C1=C(C=CC(=C1Cl)F)Cl)OC2=C(N=CC(=C2)C3=CN(N=C3)C4CCNCC4)N. Drug 2: C1=NC2=C(N=C(N=C2N1C3C(C(C(O3)CO)O)O)F)N. Cell line: OVCAR-5. Synergy scores: CSS=18.9, Synergy_ZIP=7.46, Synergy_Bliss=13.4, Synergy_Loewe=8.15, Synergy_HSA=12.0. (5) Drug 1: C1CN(CCN1C(=O)CCBr)C(=O)CCBr. Drug 2: C1CCC(C(C1)N)N.C(=O)(C(=O)[O-])[O-].[Pt+4]. Cell line: NCI-H460. Synergy scores: CSS=68.5, Synergy_ZIP=1.11, Synergy_Bliss=-0.987, Synergy_Loewe=0.592, Synergy_HSA=1.58. (6) Drug 1: CS(=O)(=O)CCNCC1=CC=C(O1)C2=CC3=C(C=C2)N=CN=C3NC4=CC(=C(C=C4)OCC5=CC(=CC=C5)F)Cl. Drug 2: CCCCC(=O)OCC(=O)C1(CC(C2=C(C1)C(=C3C(=C2O)C(=O)C4=C(C3=O)C=CC=C4OC)O)OC5CC(C(C(O5)C)O)NC(=O)C(F)(F)F)O. Cell line: SF-295. Synergy scores: CSS=56.3, Synergy_ZIP=-3.30, Synergy_Bliss=-2.71, Synergy_Loewe=-6.84, Synergy_HSA=-1.05. (7) Drug 1: CN(CC1=CN=C2C(=N1)C(=NC(=N2)N)N)C3=CC=C(C=C3)C(=O)NC(CCC(=O)O)C(=O)O. Drug 2: C(CN)CNCCSP(=O)(O)O. Cell line: SN12C. Synergy scores: CSS=9.96, Synergy_ZIP=-5.52, Synergy_Bliss=-1.16, Synergy_Loewe=-18.5, Synergy_HSA=-2.48.